This data is from Choline transporter screen with 302,306 compounds. The task is: Binary Classification. Given a drug SMILES string, predict its activity (active/inactive) in a high-throughput screening assay against a specified biological target. The result is 0 (inactive). The molecule is o1c(Cn2cc(ccc2=O)C(OC)=O)ccc1.